Dataset: Forward reaction prediction with 1.9M reactions from USPTO patents (1976-2016). Task: Predict the product of the given reaction. (1) Given the reactants [NH2:1][C:2]1[CH:17]=[CH:16][C:5]([C:6]([NH:8][CH:9]2[CH2:14][CH2:13][N:12]([CH3:15])[CH2:11][CH2:10]2)=[O:7])=[CH:4][CH:3]=1.Cl[C:19]1[CH:24]=[C:23]([O:25][C:26]2[C:27]([CH3:33])=[N:28][C:29]([CH3:32])=[CH:30][CH:31]=2)[CH:22]=[CH:21][N:20]=1.O.C1(C)C=CC(S(O)(=O)=O)=CC=1.CO, predict the reaction product. The product is: [CH3:33][C:27]1[C:26]([O:25][C:23]2[CH:24]=[CH:19][N:20]=[C:21]([NH:1][C:2]3[CH:3]=[CH:4][C:5]([C:6]([NH:8][CH:9]4[CH2:14][CH2:13][N:12]([CH3:15])[CH2:11][CH2:10]4)=[O:7])=[CH:16][CH:17]=3)[CH:22]=2)=[CH:31][CH:30]=[C:29]([CH3:32])[N:28]=1. (2) Given the reactants CS(O[CH2:6][C:7]1[CH:12]=[C:11]([C:13]([F:16])([F:15])[F:14])[CH:10]=[C:9]([N+:17]([O-:19])=[O:18])[CH:8]=1)(=O)=O.C(=O)([O-])[O-].[Cs+].[Cs+].[CH3:26][NH:27][CH3:28], predict the reaction product. The product is: [CH3:26][N:27]([CH3:28])[CH2:6][C:7]1[CH:12]=[C:11]([C:13]([F:16])([F:15])[F:14])[CH:10]=[C:9]([N+:17]([O-:19])=[O:18])[CH:8]=1. (3) Given the reactants [NH2:1][C:2]1[CH:14]=[C:13]2[C:5]([C:6]3[CH:7]=[C:8]([Br:18])[CH:9]=[C:10]([C:15]([NH2:17])=[O:16])[C:11]=3[NH:12]2)=[CH:4][CH:3]=1.Cl.Cl[CH2:21][CH2:22][N:23]([CH2:25][CH2:26]Cl)[CH3:24].C(=O)([O-])[O-].[Na+].[Na+], predict the reaction product. The product is: [Br:18][C:8]1[CH:9]=[C:10]([C:15]([NH2:17])=[O:16])[C:11]2[NH:12][C:13]3[C:5]([C:6]=2[CH:7]=1)=[CH:4][CH:3]=[C:2]([N:1]1[CH2:26][CH2:25][N:23]([CH3:24])[CH2:22][CH2:21]1)[CH:14]=3. (4) Given the reactants [OH:1][C:2]1[CH:14]=[C:13]2[C:5]([N:6]3[C:11](=[CH:12]2)[C:10](=[O:15])[NH:9][CH2:8][CH2:7]3)=[N:4][CH:3]=1.O[CH:17]1[CH2:22][CH2:21][N:20]([C:23]([O:25][C:26]([CH3:29])([CH3:28])[CH3:27])=[O:24])[CH2:19][CH2:18]1.C1(P(C2C=CC=CC=2)C2C=CC=CC=2)C=CC=CC=1.CC(OC(/N=N/C(OC(C)(C)C)=O)=O)(C)C, predict the reaction product. The product is: [C:26]([O:25][C:23]([N:20]1[CH2:21][CH2:22][CH:17]([O:1][C:2]2[CH:14]=[C:13]3[C:5]([N:6]4[C:11](=[CH:12]3)[C:10](=[O:15])[NH:9][CH2:8][CH2:7]4)=[N:4][CH:3]=2)[CH2:18][CH2:19]1)=[O:24])([CH3:29])([CH3:27])[CH3:28]. (5) Given the reactants COC1C=CC(C([NH:18][C:19]2[N:27]=[C:26]([Cl:28])[N:25]=[C:24]3[C:20]=2[N:21]=[CH:22][N:23]3[C@@H:29]2[CH2:33][C@H:32]([N:34]3[CH:38]=[C:37]([CH3:39])[CH:36]=[N:35]3)[C@@H:31]([OH:40])[C@H:30]2[OH:41])C2C=CC(OC)=CC=2)=CC=1.[C:42]([OH:48])([C:44]([F:47])([F:46])[F:45])=[O:43], predict the reaction product. The product is: [F:45][C:44]([F:47])([F:46])[C:42]([OH:48])=[O:43].[NH2:18][C:19]1[N:27]=[C:26]([Cl:28])[N:25]=[C:24]2[C:20]=1[N:21]=[CH:22][N:23]2[C@@H:29]1[CH2:33][C@H:32]([N:34]2[CH:38]=[C:37]([CH3:39])[CH:36]=[N:35]2)[C@@H:31]([OH:40])[C@H:30]1[OH:41]. (6) The product is: [Cl:1][C:2]1[CH:7]=[CH:6][N:5]=[C:4]([NH2:8])[C:3]=1[NH2:9]. Given the reactants [Cl:1][C:2]1[CH:7]=[CH:6][N:5]=[C:4]([NH2:8])[C:3]=1[N+:9]([O-])=O.[NH4+].[Cl-], predict the reaction product.